Predict the reaction yield, written as a fraction of the theoretical maximum amount of product (1.0 means a 100% yield; for example, 0.34 means a 34% yield). From a dataset of Reaction yield outcomes from USPTO patents with 853,638 reactions. The reactants are Cl[C:2]1[CH:7]=[C:6]([Cl:8])[N:5]=[C:4]([NH2:9])[N:3]=1.[CH:10]1([NH2:13])[CH2:12][CH2:11]1.CCN(C(C)C)C(C)C. The catalyst is CCCCO. The product is [Cl:8][C:6]1[N:5]=[C:4]([NH2:9])[N:3]=[C:2]([NH:13][CH:10]2[CH2:12][CH2:11]2)[CH:7]=1. The yield is 0.820.